The task is: Predict the reactants needed to synthesize the given product.. This data is from Full USPTO retrosynthesis dataset with 1.9M reactions from patents (1976-2016). Given the product [NH2:24][C:25]1[N:34]=[C:33]([C:35]([N:37]2[CH2:38][C:39]3[C:44](=[CH:43][CH:42]=[CH:41][CH:40]=3)[CH2:45]2)=[O:36])[C:32]2[C:27](=[CH:28][CH:29]=[C:30]([C:2]3[CH:14]=[C:13]([F:15])[C:12]([F:16])=[CH:11][C:3]=3[CH2:4][N:5]3[CH2:9][CH2:8][CH2:7][CH:6]3[CH3:10])[CH:31]=2)[N:26]=1, predict the reactants needed to synthesize it. The reactants are: Br[C:2]1[CH:14]=[C:13]([F:15])[C:12]([F:16])=[CH:11][C:3]=1[CH2:4][N:5]1[CH2:9][CH2:8][CH2:7][CH:6]1[CH3:10].C(=O)([O-])[O-].[K+].[K+].O.[NH2:24][C:25]1[N:34]=[C:33]([C:35]([N:37]2[CH2:45][C:44]3[C:39](=[CH:40][CH:41]=[CH:42][CH:43]=3)[CH2:38]2)=[O:36])[C:32]2[C:27](=[CH:28][CH:29]=[C:30](B3OC(C)(C)C(C)(C)O3)[CH:31]=2)[N:26]=1.